This data is from Catalyst prediction with 721,799 reactions and 888 catalyst types from USPTO. The task is: Predict which catalyst facilitates the given reaction. (1) Reactant: I[C:2]1[CH:7]=[CH:6][CH:5]=[CH:4][C:3]=1[NH:8][C:9](=O)[C:10]1[CH:15]=[C:14]([O:16][CH3:17])[CH:13]=[CH:12][C:11]=1[O:18][CH3:19].[I-].[NH:22]1CCC[C@H]1C(O)=O.[OH-].[Na+].N. Product: [CH3:19][O:18][C:11]1[CH:12]=[CH:13][C:14]([O:16][CH3:17])=[CH:15][C:10]=1[C:9]1[NH:8][C:3]2[CH:4]=[CH:5][CH:6]=[CH:7][C:2]=2[N:22]=1. The catalyst class is: 15. (2) Reactant: [NH:1]1[CH2:6][CH2:5][CH2:4][CH2:3][CH2:2]1.C(N(CC)CC)C.[F:14][C:15]([F:26])([F:25])[C:16](O[C:16](=[O:17])[C:15]([F:26])([F:25])[F:14])=[O:17].Cl. Product: [F:14][C:15]([F:26])([F:25])[C:16]([N:1]1[CH2:6][CH2:5][CH2:4][CH2:3][CH2:2]1)=[O:17]. The catalyst class is: 27. (3) Reactant: [O:1]1[C:5]2[CH:6]=[CH:7][C:8]([C:10](=[O:13])[CH2:11][CH3:12])=[CH:9][C:4]=2[CH:3]=[CH:2]1.[CH2:14](O)[CH2:15][OH:16].CC1C=CC(S(O)(=O)=O)=CC=1. Product: [CH2:11]([C:10]1([C:8]2[CH:7]=[CH:6][C:5]3[O:1][CH:2]=[CH:3][C:4]=3[CH:9]=2)[O:16][CH2:15][CH2:14][O:13]1)[CH3:12]. The catalyst class is: 11. (4) Reactant: CCN(C(C)C)C(C)C.[Cl:10][C:11]1[CH:12]=[C:13]([CH:17]=[C:18]([Cl:20])[CH:19]=1)[C:14]([OH:16])=O.C1C=CC2N(O)N=NC=2C=1.CCN=C=NCCCN(C)C.[O:42]=[C:43]([N:60]1[CH2:65][CH2:64][NH:63][CH2:62][CH2:61]1)[CH2:44][NH:45][C:46]([C:48]1[CH:53]=[CH:52][C:51]([C:54]2[CH:59]=[CH:58][CH:57]=[CH:56][CH:55]=2)=[CH:50][CH:49]=1)=[O:47]. Product: [Cl:20][C:18]1[CH:17]=[C:13]([CH:12]=[C:11]([Cl:10])[CH:19]=1)[C:14]([N:63]1[CH2:62][CH2:61][N:60]([C:43](=[O:42])[CH2:44][NH:45][C:46]([C:48]2[CH:53]=[CH:52][C:51]([C:54]3[CH:59]=[CH:58][CH:57]=[CH:56][CH:55]=3)=[CH:50][CH:49]=2)=[O:47])[CH2:65][CH2:64]1)=[O:16]. The catalyst class is: 18. (5) Reactant: [CH:1]1([O:4][C:5]2[CH:10]=[CH:9][C:8]([N:11]3[C:15]([C:16]([F:19])([F:18])[F:17])=[N:14][N:13]=[N:12]3)=[CH:7][C:6]=2[CH2:20][OH:21])[CH2:3][CH2:2]1.C(N(CC)CC)C.C(O)(=O)CC(CC(O)=O)(C(O)=O)O. Product: [CH:1]1([O:4][C:5]2[CH:10]=[CH:9][C:8]([N:11]3[C:15]([C:16]([F:17])([F:18])[F:19])=[N:14][N:13]=[N:12]3)=[CH:7][C:6]=2[CH:20]=[O:21])[CH2:3][CH2:2]1. The catalyst class is: 16. (6) Reactant: [Br:1][C:2]1[CH:7]=[CH:6][C:5]([OH:8])=[CH:4][CH:3]=1.[H-].[Na+].[F:11][CH:12]([F:27])[CH2:13][N:14]1[C:18]2=[N:19][CH:20]=[CH:21][CH:22]=[C:17]2[N:16]=[C:15]1S(C)(=O)=O.O. Product: [Br:1][C:2]1[CH:7]=[CH:6][C:5]([O:8][C:15]2[N:14]([CH2:13][CH:12]([F:11])[F:27])[C:18]3=[N:19][CH:20]=[CH:21][CH:22]=[C:17]3[N:16]=2)=[CH:4][CH:3]=1. The catalyst class is: 3. (7) Reactant: [C:1]([NH:11][C@H:12]([C:16]([N:18]1[CH2:36][CH2:35][CH2:34][C@H:19]1[C:20]([NH:22][CH2:23][C:24]([NH:26][C@H:27]([C:31](O)=[O:32])[CH:28]([CH3:30])[CH3:29])=[O:25])=[O:21])=[O:17])[CH:13]([CH3:15])[CH3:14])([O:3][CH2:4][C:5]1[CH:10]=[CH:9][CH:8]=[CH:7][CH:6]=1)=[O:2].CN(C)CCCN=C=NCC.C(N(CC)CC)C.Cl.[CH3:56][O:57][C:58](=[O:61])[CH2:59][NH2:60]. The catalyst class is: 174. Product: [CH3:56][O:57][C:58](=[O:61])[CH2:59][NH:60][C:31](=[O:32])[C@H:27]([CH:28]([CH3:30])[CH3:29])[NH:26][C:24](=[O:25])[CH2:23][NH:22][C:20](=[O:21])[C@@H:19]1[CH2:34][CH2:35][CH2:36][N:18]1[C:16](=[O:17])[C@H:12]([CH:13]([CH3:15])[CH3:14])[NH:11][C:1]([O:3][CH2:4][C:5]1[CH:10]=[CH:9][CH:8]=[CH:7][CH:6]=1)=[O:2].